Dataset: Full USPTO retrosynthesis dataset with 1.9M reactions from patents (1976-2016). Task: Predict the reactants needed to synthesize the given product. (1) Given the product [F:16][C:15]([F:18])([F:17])[C:67]([OH:68])=[O:34].[Cl:1][C:2]1[CH:3]=[C:4]([NH:19][C:20]2[C:30]3[CH:29]=[C:28]([C:31]([N:58]([CH3:57])[CH2:59][C:60]([O:62][CH2:63][CH3:64])=[O:61])=[O:33])[CH2:27][CH2:26][NH:25][C:24]=3[N:23]=[CH:22][N:21]=2)[CH:5]=[CH:6][C:7]=1[O:8][C:9]1[CH:14]=[CH:13][CH:12]=[C:11]([C:15]([F:17])([F:16])[F:18])[CH:10]=1, predict the reactants needed to synthesize it. The reactants are: [Cl:1][C:2]1[CH:3]=[C:4]([NH:19][C:20]2[C:30]3[CH:29]=[C:28]([C:31]([OH:33])=O)[CH2:27][CH2:26][NH:25][C:24]=3[N:23]=[CH:22][N:21]=2)[CH:5]=[CH:6][C:7]=1[O:8][C:9]1[CH:14]=[CH:13][CH:12]=[C:11]([C:15]([F:18])([F:17])[F:16])[CH:10]=1.[OH:34]N1C2C=CC=CC=2N=N1.Cl.C(N=C=NCCCN(C)C)C.Cl.[CH3:57][NH:58][CH2:59][C:60]([O:62][CH2:63][CH3:64])=[O:61].CN(C)[CH:67]=[O:68]. (2) Given the product [F:17][C:15]1([F:18])[O:14][C:13]2[CH:19]=[CH:20][C:10]([NH:9][C:7]([C:6]3[S:5][CH:4]=[N:3][C:2]=3[NH:1][CH2:26][C:27]3[CH:32]=[CH:31][N:30]=[C:29]([C:33]([NH:35][CH3:36])=[O:34])[CH:28]=3)=[O:8])=[CH:11][C:12]=2[O:16]1, predict the reactants needed to synthesize it. The reactants are: [NH2:1][C:2]1[N:3]=[CH:4][S:5][C:6]=1[C:7]([NH:9][C:10]1[CH:20]=[CH:19][C:13]2[O:14][C:15]([F:18])([F:17])[O:16][C:12]=2[CH:11]=1)=[O:8].CS(O[CH2:26][C:27]1[CH:32]=[CH:31][N:30]=[C:29]([C:33]([NH:35][CH3:36])=[O:34])[CH:28]=1)(=O)=O.[I-].[Na+].FC(F)(F)C(O)=O.C([O-])(O)=O.[Na+]. (3) Given the product [CH2:14]([C@H:13]([NH:21][C:22](=[O:23])[O:24][C:25]([CH3:28])([CH3:27])[CH3:26])[C@@H:12]([O:29][Si:30]([C:33]([CH3:34])([CH3:35])[CH3:36])([CH3:32])[CH3:31])[CH2:11][C@@H:7]([NH:58][C:61]([O:70][CH2:63][C:64]1[CH:69]=[CH:68][CH:67]=[CH:66][CH:65]=1)=[O:46])[CH2:6][C:5]1[CH:4]=[CH:3][C:2]([Br:1])=[CH:38][CH:37]=1)[C:15]1[CH:20]=[CH:19][CH:18]=[CH:17][CH:16]=1, predict the reactants needed to synthesize it. The reactants are: [Br:1][C:2]1[CH:38]=[CH:37][C:5]([CH2:6][CH:7]([CH2:11][C@H:12]([O:29][Si:30]([C:33]([CH3:36])([CH3:35])[CH3:34])([CH3:32])[CH3:31])[C@@H:13]([NH:21][C:22]([O:24][C:25]([CH3:28])([CH3:27])[CH3:26])=[O:23])[CH2:14][C:15]2[CH:20]=[CH:19][CH:18]=[CH:17][CH:16]=2)C(O)=O)=[CH:4][CH:3]=1.C1C=CC(P(N=[N+]=[N-])(C2C=CC=CC=2)=[O:46])=CC=1.C([N:58]([CH2:61]C)CC)C.[CH2:63]([OH:70])[C:64]1[CH:69]=[CH:68][CH:67]=[CH:66][CH:65]=1. (4) Given the product [C:16]([NH:15][C:13]1[N:14]=[C:9]2[CH:8]=[CH:7][C:6]([O:5][C:4]3[CH:19]=[CH:20][C:21]([F:22])=[C:2]([NH:1][C:29]([C:28]4[N:24]([CH3:23])[N:25]=[C:26]([CH3:32])[CH:27]=4)=[O:30])[CH:3]=3)=[N:11][N:10]2[CH:12]=1)(=[O:18])[CH3:17], predict the reactants needed to synthesize it. The reactants are: [NH2:1][C:2]1[CH:3]=[C:4]([CH:19]=[CH:20][C:21]=1[F:22])[O:5][C:6]1[CH:7]=[CH:8][C:9]2[N:10]([CH:12]=[C:13]([NH:15][C:16](=[O:18])[CH3:17])[N:14]=2)[N:11]=1.[CH3:23][N:24]1[C:28]([C:29](Cl)=[O:30])=[CH:27][C:26]([CH3:32])=[N:25]1.O. (5) Given the product [NH2:27][C:13]1[C:14]([NH:18][C:19]2[CH:24]=[CH:23][C:22]([OH:25])=[CH:21][CH:20]=2)=[N:15][CH:16]=[N:17][C:12]=1[C:3]1[CH:4]=[CH:5][C:6]([C:8]([F:9])([F:10])[F:11])=[CH:7][C:2]=1[F:1], predict the reactants needed to synthesize it. The reactants are: [F:1][C:2]1[CH:7]=[C:6]([C:8]([F:11])([F:10])[F:9])[CH:5]=[CH:4][C:3]=1[C:12]1[N:17]=[CH:16][N:15]=[C:14]([NH:18][C:19]2[CH:24]=[CH:23][C:22]([O:25]C)=[CH:21][CH:20]=2)[C:13]=1[NH2:27].B(Br)(Br)Br.CO.O.